From a dataset of NCI-60 drug combinations with 297,098 pairs across 59 cell lines. Regression. Given two drug SMILES strings and cell line genomic features, predict the synergy score measuring deviation from expected non-interaction effect. (1) Drug 1: C1CC(=O)NC(=O)C1N2CC3=C(C2=O)C=CC=C3N. Drug 2: C1=C(C(=O)NC(=O)N1)N(CCCl)CCCl. Cell line: KM12. Synergy scores: CSS=9.21, Synergy_ZIP=-3.94, Synergy_Bliss=-8.55, Synergy_Loewe=-3.62, Synergy_HSA=-3.70. (2) Drug 1: COC1=C(C=C2C(=C1)N=CN=C2NC3=CC(=C(C=C3)F)Cl)OCCCN4CCOCC4. Drug 2: COC1=CC(=CC(=C1O)OC)C2C3C(COC3=O)C(C4=CC5=C(C=C24)OCO5)OC6C(C(C7C(O6)COC(O7)C8=CC=CS8)O)O. Cell line: UACC-257. Synergy scores: CSS=25.6, Synergy_ZIP=-3.03, Synergy_Bliss=4.04, Synergy_Loewe=-6.14, Synergy_HSA=7.03. (3) Drug 1: CN(C)N=NC1=C(NC=N1)C(=O)N. Drug 2: C1CCC(C(C1)N)N.C(=O)(C(=O)[O-])[O-].[Pt+4]. Cell line: CCRF-CEM. Synergy scores: CSS=35.0, Synergy_ZIP=-5.20, Synergy_Bliss=-2.17, Synergy_Loewe=2.97, Synergy_HSA=3.78. (4) Drug 1: C1=NC2=C(N1)C(=S)N=C(N2)N. Drug 2: C#CCC(CC1=CN=C2C(=N1)C(=NC(=N2)N)N)C3=CC=C(C=C3)C(=O)NC(CCC(=O)O)C(=O)O. Cell line: HS 578T. Synergy scores: CSS=10.7, Synergy_ZIP=-1.21, Synergy_Bliss=-4.51, Synergy_Loewe=-9.21, Synergy_HSA=-4.87. (5) Drug 1: C1=CC=C(C(=C1)C(C2=CC=C(C=C2)Cl)C(Cl)Cl)Cl. Drug 2: CCN(CC)CCCC(C)NC1=C2C=C(C=CC2=NC3=C1C=CC(=C3)Cl)OC. Cell line: K-562. Synergy scores: CSS=11.7, Synergy_ZIP=3.46, Synergy_Bliss=1.80, Synergy_Loewe=-48.9, Synergy_HSA=-4.07. (6) Drug 1: C1=CC=C(C(=C1)C(C2=CC=C(C=C2)Cl)C(Cl)Cl)Cl. Drug 2: CN1C2=C(C=C(C=C2)N(CCCl)CCCl)N=C1CCCC(=O)O.Cl. Cell line: MALME-3M. Synergy scores: CSS=2.35, Synergy_ZIP=-0.118, Synergy_Bliss=1.32, Synergy_Loewe=-3.23, Synergy_HSA=-0.980. (7) Drug 1: CC1=C(N=C(N=C1N)C(CC(=O)N)NCC(C(=O)N)N)C(=O)NC(C(C2=CN=CN2)OC3C(C(C(C(O3)CO)O)O)OC4C(C(C(C(O4)CO)O)OC(=O)N)O)C(=O)NC(C)C(C(C)C(=O)NC(C(C)O)C(=O)NCCC5=NC(=CS5)C6=NC(=CS6)C(=O)NCCC[S+](C)C)O. Drug 2: COC1=C2C(=CC3=C1OC=C3)C=CC(=O)O2. Cell line: RXF 393. Synergy scores: CSS=11.5, Synergy_ZIP=-2.57, Synergy_Bliss=0.689, Synergy_Loewe=-4.16, Synergy_HSA=0.0899.